Dataset: Full USPTO retrosynthesis dataset with 1.9M reactions from patents (1976-2016). Task: Predict the reactants needed to synthesize the given product. (1) Given the product [Br:11][C:9]1[CH:10]=[C:5]([O:2][CH3:1])[CH:6]=[C:7]([Cl:12])[CH:8]=1, predict the reactants needed to synthesize it. The reactants are: [CH3:1][O-:2].[Na+].F[C:5]1[CH:10]=[C:9]([Br:11])[CH:8]=[C:7]([Cl:12])[CH:6]=1. (2) Given the product [CH3:26][O:25][C:23]([C:22]1[C:21]([CH:18]2[CH2:20][CH2:19]2)=[N:1][C:2]2[C:3]([C:10]=1[C:12]1[CH:17]=[CH:16][CH:15]=[CH:14][CH:13]=1)=[CH:4][C:5]([Cl:9])=[CH:6][C:7]=2[CH3:8])=[O:24], predict the reactants needed to synthesize it. The reactants are: [NH2:1][C:2]1[C:7]([CH3:8])=[CH:6][C:5]([Cl:9])=[CH:4][C:3]=1[C:10]([C:12]1[CH:17]=[CH:16][CH:15]=[CH:14][CH:13]=1)=O.[CH:18]1([C:21](=O)[CH2:22][C:23]([O:25][CH3:26])=[O:24])[CH2:20][CH2:19]1. (3) Given the product [CH2:60]([C:44]1[CH:43]=[C:42]([CH:47]=[CH:46][C:45]=1[N:48]([CH3:59])[C:49]1[N:54]=[CH:53][C:52]2[N:55]=[CH:56][N:57]([CH3:58])[C:51]=2[CH:50]=1)[CH2:41][NH:40][C:4](=[O:6])[CH2:3][O:2][CH3:1])[CH3:61], predict the reactants needed to synthesize it. The reactants are: [CH3:1][O:2][CH2:3][C:4]([OH:6])=O.F[P-](F)(F)(F)(F)F.N1(OC(N(C)C)=[N+](C)C)C2N=CC=CC=2N=N1.C(N(C(C)C)CC)(C)C.[NH2:40][CH2:41][C:42]1[CH:47]=[CH:46][C:45]([N:48]([CH3:59])[C:49]2[N:54]=[CH:53][C:52]3[N:55]=[CH:56][N:57]([CH3:58])[C:51]=3[CH:50]=2)=[C:44]([CH2:60][CH3:61])[CH:43]=1. (4) Given the product [CH2:1]([N:5]1[C:9](=[O:10])[C:8]([NH:24][CH2:23][CH2:22][O:21][CH3:20])=[C:7]([C:12]2[CH:17]=[CH:16][CH:15]=[CH:14][CH:13]=2)[S:6]1(=[O:19])=[O:18])[CH2:2][CH2:3][CH3:4], predict the reactants needed to synthesize it. The reactants are: [CH2:1]([N:5]1[C:9](=[O:10])[C:8](Cl)=[C:7]([C:12]2[CH:17]=[CH:16][CH:15]=[CH:14][CH:13]=2)[S:6]1(=[O:19])=[O:18])[CH2:2][CH2:3][CH3:4].[CH3:20][O:21][CH2:22][CH2:23][NH2:24]. (5) Given the product [F:4][C:5]([F:24])([F:23])[C:6]1[CH:11]=[CH:10][C:9]([C:12]([F:15])([F:14])[F:13])=[CH:8][C:7]=1[C:16]1[CH:21]=[CH:20][N:19]=[C:18]([C:1]#[N:3])[CH:17]=1, predict the reactants needed to synthesize it. The reactants are: [C:1](#[N:3])C.[F:4][C:5]([F:24])([F:23])[C:6]1[CH:11]=[CH:10][C:9]([C:12]([F:15])([F:14])[F:13])=[CH:8][C:7]=1[C:16]1[CH:21]=[CH:20][N+:19]([O-])=[CH:18][CH:17]=1.C[Si](C#N)(C)C. (6) Given the product [CH3:20][C:19]1[C:15]([NH:14][C:5]2[C:4]3[C:9](=[CH:10][C:11]([O:12][CH3:13])=[C:2]([S:28][CH:25]4[CH2:26][CH2:27][O:22][CH2:23][CH2:24]4)[CH:3]=3)[N:8]=[CH:7][CH:6]=2)=[N:16][NH:17][C:18]=1[CH3:21], predict the reactants needed to synthesize it. The reactants are: Br[C:2]1[CH:3]=[C:4]2[C:9](=[CH:10][C:11]=1[O:12][CH3:13])[N:8]=[CH:7][CH:6]=[C:5]2[NH:14][C:15]1[C:19]([CH3:20])=[C:18]([CH3:21])[NH:17][N:16]=1.[O:22]1[CH2:27][CH2:26][CH:25]([SH:28])[CH2:24][CH2:23]1.CC(C)([O-])C.[K+].O(C1C=CC=CC=1P(C1C=CC=CC=1)C1C=CC=CC=1)C1C=CC=CC=1P(C1C=CC=CC=1)C1C=CC=CC=1.